Dataset: Full USPTO retrosynthesis dataset with 1.9M reactions from patents (1976-2016). Task: Predict the reactants needed to synthesize the given product. (1) Given the product [CH3:8][Si:9]([C:12]#[C:13][C:15]1[O:16][C:17]2[CH:23]=[CH:22][CH:21]=[CH:20][C:18]=2[N:19]=1)([CH3:11])[CH3:10], predict the reactants needed to synthesize it. The reactants are: C(N(CC)CC)C.[CH3:8][Si:9]([C:12]#[CH:13])([CH3:11])[CH3:10].Cl[C:15]1[O:16][C:17]2[CH:23]=[CH:22][CH:21]=[CH:20][C:18]=2[N:19]=1. (2) Given the product [Br:1][C:2]1[C:11]2[C:6](=[CH:7][CH:8]=[CH:9][CH:10]=2)[C:5]([C:12]2[CH:13]=[CH:14][C:15]([Cl:18])=[CH:16][CH:17]=2)=[C:4]([C@H:19]([O:23][C:24]([CH3:26])([CH3:25])[CH3:27])[C:20]([OH:22])=[O:21])[C:3]=1[CH3:28], predict the reactants needed to synthesize it. The reactants are: [Br:1][C:2]1[C:11]2[C:6](=[CH:7][CH:8]=[CH:9][CH:10]=2)[C:5]([C:12]2[CH:17]=[CH:16][C:15]([Cl:18])=[CH:14][CH:13]=2)=[C:4]([CH:19]([O:23][C:24]([CH3:27])([CH3:26])[CH3:25])[C:20]([OH:22])=[O:21])[C:3]=1[CH3:28].BrC1C2C(=CC=CC=2)C(C2C=CC(Cl)=CC=2)=C([C@H](O)C(OC)=O)C=1C.